This data is from Catalyst prediction with 721,799 reactions and 888 catalyst types from USPTO. The task is: Predict which catalyst facilitates the given reaction. (1) Product: [C:24]([C:21]1[CH:22]=[CH:23][C:18]([S:15]([NH:14][C:4]2[C:3]([O:28][C:29]3[CH:34]=[CH:33][CH:32]=[CH:31][C:30]=3[O:35][CH3:36])=[C:2]([O:40][CH2:39][CH2:38][OH:46])[N:7]=[C:6]([C:8]3[N:13]=[CH:12][CH:11]=[CH:10][N:9]=3)[N:5]=2)(=[O:17])=[O:16])=[CH:19][CH:20]=1)([CH3:27])([CH3:26])[CH3:25]. The catalyst class is: 196. Reactant: Cl[C:2]1[N:7]=[C:6]([C:8]2[N:13]=[CH:12][CH:11]=[CH:10][N:9]=2)[N:5]=[C:4]([NH:14][S:15]([C:18]2[CH:23]=[CH:22][C:21]([C:24]([CH3:27])([CH3:26])[CH3:25])=[CH:20][CH:19]=2)(=[O:17])=[O:16])[C:3]=1[O:28][C:29]1[CH:34]=[CH:33][CH:32]=[CH:31][C:30]=1[O:35][CH3:36].[Na].[C:38](O)(=[O:46])[CH:39]([CH:39]([C:38](O)=[O:46])[OH:40])[OH:40]. (2) Reactant: [Br:1][C:2]1[CH:7]=[CH:6][C:5]([N:8]2[C:12]([C:13]([O:15]C)=[O:14])=[C:11]([CH3:17])[N:10]=[N:9]2)=[C:4]([O:18][CH3:19])[CH:3]=1.O.[OH-].[Li+]. Product: [Br:1][C:2]1[CH:7]=[CH:6][C:5]([N:8]2[C:12]([C:13]([OH:15])=[O:14])=[C:11]([CH3:17])[N:10]=[N:9]2)=[C:4]([O:18][CH3:19])[CH:3]=1. The catalyst class is: 20. (3) Reactant: C(N(CC)CC)C.[CH3:8][C:9]([C:13]1[CH:17]=[C:16]([NH:18][C:19](=O)[O:20]C2C=CC=CC=2)[N:15]([C:28]2[CH:33]=[CH:32][C:31]([CH3:34])=[CH:30][CH:29]=2)[N:14]=1)([C:11]#[CH:12])[CH3:10].[NH2:35][C:36]1[C:45]2[C:40](=[CH:41][CH:42]=[CH:43][CH:44]=2)[C:39]([O:46][C:47]2[CH:52]=[CH:51][N:50]=[C:49]([NH:53][C:54]3[CH:59]=[C:58]([O:60][CH2:61][CH2:62][O:63][CH2:64][CH2:65][O:66][CH2:67][CH2:68][O:69][CH3:70])[CH:57]=[C:56]([O:71][CH3:72])[CH:55]=3)[N:48]=2)=[CH:38][CH:37]=1. Product: [CH3:72][O:71][C:56]1[CH:55]=[C:54]([NH:53][C:49]2[N:48]=[C:47]([O:46][C:39]3[C:40]4[C:45](=[CH:44][CH:43]=[CH:42][CH:41]=4)[C:36]([NH:35][C:19]([NH:18][C:16]4[N:15]([C:28]5[CH:33]=[CH:32][C:31]([CH3:34])=[CH:30][CH:29]=5)[N:14]=[C:13]([C:9]([CH3:10])([C:11]#[CH:12])[CH3:8])[CH:17]=4)=[O:20])=[CH:37][CH:38]=3)[CH:52]=[CH:51][N:50]=2)[CH:59]=[C:58]([O:60][CH2:61][CH2:62][O:63][CH2:64][CH2:65][O:66][CH2:67][CH2:68][O:69][CH3:70])[CH:57]=1. The catalyst class is: 480. (4) Reactant: [F:1][C:2]1[C:10]([CH3:11])=[C:9]([F:12])[CH:8]=[CH:7][C:3]=1[C:4](O)=[O:5].CN(C)C=O.S(Cl)([Cl:20])=O. Product: [F:1][C:2]1[C:10]([CH3:11])=[C:9]([F:12])[CH:8]=[CH:7][C:3]=1[C:4]([Cl:20])=[O:5]. The catalyst class is: 4. (5) Reactant: [F:1][C:2]1[CH:7]=[CH:6][CH:5]=[C:4]([F:8])[C:3]=1[C:9]1[O:10][C:11]([C:17]2[CH:22]=[CH:21][C:20]([N:23]3[CH2:28][CH2:27][NH:26][CH2:25][CH2:24]3)=[CH:19][CH:18]=2)=[C:12]([C:14]([NH2:16])=[O:15])[N:13]=1.C=O.[C:31](O[BH-](OC(=O)C)OC(=O)C)(=O)C.[Na+]. Product: [F:1][C:2]1[CH:7]=[CH:6][CH:5]=[C:4]([F:8])[C:3]=1[C:9]1[O:10][C:11]([C:17]2[CH:18]=[CH:19][C:20]([N:23]3[CH2:24][CH2:25][N:26]([CH3:31])[CH2:27][CH2:28]3)=[CH:21][CH:22]=2)=[C:12]([C:14]([NH2:16])=[O:15])[N:13]=1. The catalyst class is: 279. (6) Reactant: C(O[C:9]1[C:14]([C:15]([OH:17])=[O:16])=[CH:13][N:12]=[C:11](C2N=NC=CC=2)[N:10]=1)C1C=CC=CC=1.C1C=CC(P(N=[N+]=[N-])(C2C=CC=CC=2)=O)=CC=1.CCN(CC)CC.C(O)C1C=CC=CC=1. Product: [N:10]1[CH:9]=[C:14]([C:15]([OH:17])=[O:16])[CH:13]=[N:12][CH:11]=1. The catalyst class is: 182. (7) Reactant: [C:1]([O:5][C:6](=[O:17])[NH:7][CH2:8][C:9]1[CH:14]=[CH:13][C:12]([CH:15]=O)=[CH:11][CH:10]=1)([CH3:4])([CH3:3])[CH3:2].[N:18]1[C:27]2[CH2:26][CH:25]([NH2:28])[CH2:24][CH2:23][C:22]=2[CH:21]=[CH:20][CH:19]=1.[BH4-].[Na+]. Product: [C:1]([O:5][C:6](=[O:17])[NH:7][CH2:8][C:9]1[CH:14]=[CH:13][C:12]([CH2:15][NH:28][CH:25]2[CH2:26][C:27]3[N:18]=[CH:19][CH:20]=[CH:21][C:22]=3[CH2:23][CH2:24]2)=[CH:11][CH:10]=1)([CH3:4])([CH3:3])[CH3:2]. The catalyst class is: 5. (8) Reactant: C([NH:4][C:5]12[CH2:14][CH:9]3[CH2:10][CH:11]([CH2:13][C:7]([C:15]([OH:17])=[O:16])([CH2:8]3)[CH2:6]1)[CH2:12]2)(=O)C.[ClH:18]. Product: [ClH:18].[NH2:4][C:5]12[CH2:14][CH:9]3[CH2:10][CH:11]([CH2:13][C:7]([C:15]([OH:17])=[O:16])([CH2:8]3)[CH2:6]1)[CH2:12]2. The catalyst class is: 6.